From a dataset of Peptide-MHC class II binding affinity with 134,281 pairs from IEDB. Regression. Given a peptide amino acid sequence and an MHC pseudo amino acid sequence, predict their binding affinity value. This is MHC class II binding data. The peptide sequence is FDRSTKVIDFHYPNE. The MHC is HLA-DPA10301-DPB10402 with pseudo-sequence HLA-DPA10301-DPB10402. The binding affinity (normalized) is 0.0460.